This data is from Full USPTO retrosynthesis dataset with 1.9M reactions from patents (1976-2016). The task is: Predict the reactants needed to synthesize the given product. (1) Given the product [CH2:34]([O:41][C:42]1[CH:47]=[CH:46][C:45]([C:13]2[CH2:14][CH2:15][N:16]([C:19]3[CH:20]=[CH:21][C:22]4[N:23]([C:25]([C:28]([F:31])([F:30])[F:29])=[N:26][N:27]=4)[N:24]=3)[CH2:17][CH:18]=2)=[CH:44][C:43]=1[F:51])[C:35]1[CH:36]=[CH:37][CH:38]=[CH:39][CH:40]=1, predict the reactants needed to synthesize it. The reactants are: C(=O)([O-])[O-].[Na+].[Na+].FC(F)(F)S(O[C:13]1[CH2:14][CH2:15][N:16]([C:19]2[CH:20]=[CH:21][C:22]3[N:23]([C:25]([C:28]([F:31])([F:30])[F:29])=[N:26][N:27]=3)[N:24]=2)[CH2:17][CH:18]=1)(=O)=O.[CH2:34]([O:41][C:42]1[CH:47]=[CH:46][C:45](B(O)O)=[CH:44][C:43]=1[F:51])[C:35]1[CH:40]=[CH:39][CH:38]=[CH:37][CH:36]=1. (2) The reactants are: [F:1][C:2]1([F:14])[CH2:7][CH2:6][CH:5]([N:8]2[CH2:12][CH2:11][CH2:10][C:9]2=[O:13])[CH2:4][CH2:3]1.[Li+].CC([N-]C(C)C)C.[Cl:23][C:24]1[CH:25]=[C:26]([O:37][S:38]([C:41]([F:44])([F:43])[F:42])(=[O:40])=[O:39])[CH:27]=[C:28]([Cl:36])[C:29]=1[CH2:30]OS(C)(=O)=O. Given the product [Cl:23][C:24]1[CH:25]=[C:26]([O:37][S:38]([C:41]([F:43])([F:44])[F:42])(=[O:40])=[O:39])[CH:27]=[C:28]([Cl:36])[C:29]=1[CH2:30][CH:10]1[CH2:11][CH2:12][N:8]([CH:5]2[CH2:4][CH2:3][C:2]([F:1])([F:14])[CH2:7][CH2:6]2)[C:9]1=[O:13], predict the reactants needed to synthesize it. (3) The reactants are: [O:1]=[C:2]1[NH:7][C:6]2[CH:8]=[CH:9][C:10]([NH:12][C:13](=[O:17])[C:14]([OH:16])=O)=[CH:11][C:5]=2[O:4][CH2:3]1.[C:18]1([CH3:31])[CH:23]=[CH:22][C:21]([O:24][CH:25]2[CH2:30][CH2:29][NH:28][CH2:27][CH2:26]2)=[CH:20][CH:19]=1. Given the product [O:16]=[C:14]([N:28]1[CH2:29][CH2:30][CH:25]([O:24][C:21]2[CH:22]=[CH:23][C:18]([CH3:31])=[CH:19][CH:20]=2)[CH2:26][CH2:27]1)[C:13]([NH:12][C:10]1[CH:9]=[CH:8][C:6]2[NH:7][C:2](=[O:1])[CH2:3][O:4][C:5]=2[CH:11]=1)=[O:17], predict the reactants needed to synthesize it. (4) Given the product [F:33][C:9]1[CH:10]=[C:11]([CH2:12][O:13][C:14]2[CH:15]=[C:16]3[NH:23][CH2:22][CH2:21][N:17]3[C:18](=[O:20])[N:19]=2)[CH:31]=[CH:32][C:8]=1[O:7][C:6]1[CH:34]=[CH:35][C:3]([C:1]#[N:2])=[C:4]([C:36]([F:37])([F:38])[F:39])[CH:5]=1, predict the reactants needed to synthesize it. The reactants are: [C:1]([C:3]1[CH:35]=[CH:34][C:6]([O:7][C:8]2[CH:32]=[CH:31][C:11]([CH2:12][O:13][C:14]3[CH:15]=[C:16]4[N:23](C(OC(C)(C)C)=O)[CH2:22][CH2:21][N:17]4[C:18](=[O:20])[N:19]=3)=[CH:10][C:9]=2[F:33])=[CH:5][C:4]=1[C:36]([F:39])([F:38])[F:37])#[N:2]. (5) Given the product [Cl:11][C:12]1[CH:21]=[C:20]2[C:15]([CH2:16][CH2:17][N:18]([S:22]([CH2:25][C@H:26]([N:27]([OH:28])[CH:1]=[O:3])[C@H:29]3[CH2:33][CH2:32][CH2:31][O:30]3)(=[O:23])=[O:24])[CH2:19]2)=[CH:14][CH:13]=1, predict the reactants needed to synthesize it. The reactants are: [CH:1]([OH:3])=O.C(OC(=O)C)(=O)C.[Cl:11][C:12]1[CH:21]=[C:20]2[C:15]([CH2:16][CH2:17][N:18]([S:22]([CH2:25][C@@H:26]([C@H:29]3[CH2:33][CH2:32][CH2:31][O:30]3)[NH:27][OH:28])(=[O:24])=[O:23])[CH2:19]2)=[CH:14][CH:13]=1. (6) Given the product [Cl:11][C:12]1[CH:17]=[CH:16][C:15]([O:10][CH2:9][C:7]2[CH:6]=[CH:5][N:4]=[C:3]([S:2][CH3:1])[N:8]=2)=[CH:14][CH:13]=1, predict the reactants needed to synthesize it. The reactants are: [CH3:1][S:2][C:3]1[N:8]=[C:7]([CH2:9][OH:10])[CH:6]=[CH:5][N:4]=1.[Cl:11][C:12]1[CH:17]=[CH:16][C:15](O)=[CH:14][CH:13]=1.C1(P(C2C=CC=CC=2)C2C=CC=CC=2)C=CC=CC=1.N(C(N1CCCCC1)=O)=NC(N1CCCCC1)=O. (7) Given the product [CH:1]1([N:5]2[CH2:10][CH2:9][CH:8]([O:11][C:12]3[CH:17]=[CH:16][C:15]([C:18]4([C:24]5[S:26][CH:27]=[CH:28][N:25]=5)[CH2:23][CH2:22][O:21][CH2:20][CH2:19]4)=[CH:14][CH:13]=3)[CH2:7][CH2:6]2)[CH2:2][CH2:3][CH2:4]1, predict the reactants needed to synthesize it. The reactants are: [CH:1]1([N:5]2[CH2:10][CH2:9][CH:8]([O:11][C:12]3[CH:17]=[CH:16][C:15]([C:18]4([C:24](=[S:26])[NH2:25])[CH2:23][CH2:22][O:21][CH2:20][CH2:19]4)=[CH:14][CH:13]=3)[CH2:7][CH2:6]2)[CH2:4][CH2:3][CH2:2]1.[CH2:27](OC(OCC)CBr)[CH3:28]. (8) Given the product [Br:1][C:2]1[CH:3]=[C:4]([CH2:9][NH2:10])[CH:5]=[C:6]([I:8])[CH:7]=1, predict the reactants needed to synthesize it. The reactants are: [Br:1][C:2]1[CH:3]=[C:4]([CH2:9][N:10]2C(=O)C3C(=CC=CC=3)C2=O)[CH:5]=[C:6]([I:8])[CH:7]=1.NN.O.